Dataset: CYP2C19 inhibition data for predicting drug metabolism from PubChem BioAssay. Task: Regression/Classification. Given a drug SMILES string, predict its absorption, distribution, metabolism, or excretion properties. Task type varies by dataset: regression for continuous measurements (e.g., permeability, clearance, half-life) or binary classification for categorical outcomes (e.g., BBB penetration, CYP inhibition). Dataset: cyp2c19_veith. (1) The drug is O=C(Nc1ccccc1)C(Cc1ccccc1)NC(=O)C12CC3CC(CC(C3)C1)C2. The result is 0 (non-inhibitor). (2) The compound is COc1ccccc1CN1CCCC2(CCN(C(=O)c3ccco3)CC2)C1. The result is 0 (non-inhibitor). (3) The molecule is Cc1cc(C)c(NC(=O)C(C)Sc2nnc(-c3ccco3)n2-c2ccccc2)c(C)c1. The result is 1 (inhibitor). (4) The result is 1 (inhibitor). The drug is COC(=O)c1cccc(-n2[nH]nnc2=S)c1. (5) The drug is O=C(NCCCN1CCOCC1)c1cc2c(s1)CSC2. The result is 0 (non-inhibitor). (6) The molecule is COC(=O)[C@H](C)NC(=O)C/C=C\[C@@H](C)[C@H]1C=C[C@H](O)[C@@H](CO)O1. The result is 0 (non-inhibitor). (7) The drug is C[N+]1(C)CC[C@@H](OC(=O)[C@@](O)(c2ccccc2)C2CCCC2)C1. The result is 0 (non-inhibitor). (8) The result is 1 (inhibitor). The molecule is C[C@@H](C(=O)N[C@@H](CO)Cc1ccccc1)[C@@H]1C[C@@]1(C)[C@@H](NC(=O)OCc1ccccc1)c1ccccc1. (9) The molecule is O=C(/C=C\c1ccc(Cl)cc1)N[C@@]12CCC(=O)[C@@H]3Oc4c(O)ccc5c4[C@@]31CCN(CC1CC1)[C@@H]2C5. The result is 1 (inhibitor). (10) The compound is CN1CCN(c2ncc3nc(-c4ccc(Cl)cc4)c(=O)n(C)c3n2)CC1. The result is 0 (non-inhibitor).